Dataset: Full USPTO retrosynthesis dataset with 1.9M reactions from patents (1976-2016). Task: Predict the reactants needed to synthesize the given product. (1) Given the product [CH3:35][C:30]1[CH:29]=[C:28]([C:2]2[CH:3]=[CH:4][C:5]([C@@H:8]([N:10]3[CH2:15][CH2:14][C@:13]([CH2:22][CH2:23][CH2:24][OH:25])([C:16]4[CH:21]=[CH:20][CH:19]=[CH:18][CH:17]=4)[O:12][C:11]3=[O:26])[CH3:9])=[CH:6][CH:7]=2)[CH:33]=[C:32]([CH3:34])[N:31]=1, predict the reactants needed to synthesize it. The reactants are: Br[C:2]1[CH:7]=[CH:6][C:5]([C@@H:8]([N:10]2[CH2:15][CH2:14][C@:13]([CH2:22][CH2:23][CH2:24][OH:25])([C:16]3[CH:21]=[CH:20][CH:19]=[CH:18][CH:17]=3)[O:12][C:11]2=[O:26])[CH3:9])=[CH:4][CH:3]=1.Br[C:28]1[CH:33]=[C:32]([CH3:34])[N:31]=[C:30]([CH3:35])[CH:29]=1. (2) Given the product [NH2:10][CH:8]([C:7]1[C:2](=[O:1])[NH:3][C:4]([C:14]2[CH:15]=[N:16][CH:17]=[CH:18][CH:19]=2)=[N:5][N:6]=1)[CH3:9], predict the reactants needed to synthesize it. The reactants are: [O:1]=[C:2]1[C:7]([CH:8]([NH:10]C(=O)C)[CH3:9])=[N:6][N:5]=[C:4]([C:14]2[CH:15]=[N:16][CH:17]=[CH:18][CH:19]=2)[NH:3]1. (3) Given the product [NH2:24][C@@:23]([C:18]1[CH:17]=[CH:16][C:15]2[C:20](=[CH:21][CH:22]=[C:13]([O:12][C@H:9]3[CH2:10][CH2:11][C@@H:6]([CH:1]4[CH2:5][CH2:4][CH2:3][CH2:2]4)[CH2:7][CH2:8]3)[C:14]=2[C:30]([F:32])([F:33])[F:31])[CH:19]=1)([CH3:29])[CH2:27][OH:26], predict the reactants needed to synthesize it. The reactants are: [CH:1]1([C@@H:6]2[CH2:11][CH2:10][C@H:9]([O:12][C:13]3[C:14]([C:30]([F:33])([F:32])[F:31])=[C:15]4[C:20](=[CH:21][CH:22]=3)[CH:19]=[C:18]([C@:23]3([CH3:29])[CH2:27][O:26]C(=O)[NH:24]3)[CH:17]=[CH:16]4)[CH2:8][CH2:7]2)[CH2:5][CH2:4][CH2:3][CH2:2]1.C(O)C.O.[OH-].[Li+]. (4) Given the product [Cl:17][C:16]1[S:20][C:4]([CH2:5][N:6]2[CH2:11][CH2:10][O:9][CH:8]([CH2:12][NH2:13])[CH2:7]2)=[CH:3][CH:2]=1, predict the reactants needed to synthesize it. The reactants are: Cl[C:2]1[CH:3]=[C:4](C=C[C:16]=1[Cl:17])[CH2:5][N:6]1[CH2:11][CH2:10][O:9][CH:8]([CH2:12][NH2:13])[CH2:7]1.ClC1[S:20]C(CCl)=CC=1. (5) Given the product [CH3:3][C:4]1[NH:8][CH:7]=[N:6][C:5]=1[CH2:9][N:10]1[C:23](=[O:24])[C:14]2[C:15]3[CH:16]=[CH:17][CH:18]=[CH:19][C:20]=3[N:21]([CH3:22])[C:13]=2[CH2:12][CH2:11]1.[ClH:25], predict the reactants needed to synthesize it. The reactants are: CO.[CH3:3][C:4]1[NH:8][CH:7]=[N:6][C:5]=1[CH2:9][N:10]1[C:23](=[O:24])[C:14]2[C:15]3[CH:16]=[CH:17][CH:18]=[CH:19][C:20]=3[N:21]([CH3:22])[C:13]=2[CH2:12][CH2:11]1.[ClH:25]. (6) The reactants are: [C:1](Cl)(Cl)=[S:2].[Cl:5][C:6]1[CH:7]=[C:8]([NH2:14])[C:9]([NH2:13])=[N:10][C:11]=1[Cl:12].C(N(CC)CC)C. Given the product [Cl:12][C:11]1[N:10]=[C:9]2[NH:13][C:1](=[S:2])[NH:14][C:8]2=[CH:7][C:6]=1[Cl:5], predict the reactants needed to synthesize it. (7) Given the product [CH3:16][C@H:11]1[CH2:12][CH2:13][C@@H:14]([CH3:15])[N:10]1[C:8]([C:3]1([NH:2][C:34]([C:27]2[C:28]3[CH2:29][C@H:30]4[CH2:33][C@H:31]4[C:32]=3[N:25]([C:19]3[CH:20]=[CH:21][C:22]([F:24])=[CH:23][C:18]=3[F:17])[N:26]=2)=[O:35])[CH2:7][CH2:6][CH2:5][CH2:4]1)=[O:9], predict the reactants needed to synthesize it. The reactants are: Cl.[NH2:2][C:3]1([C:8]([N:10]2[C@@H:14]([CH3:15])[CH2:13][CH2:12][C@H:11]2[CH3:16])=[O:9])[CH2:7][CH2:6][CH2:5][CH2:4]1.[F:17][C:18]1[CH:23]=[C:22]([F:24])[CH:21]=[CH:20][C:19]=1[N:25]1[C:32]2[C@@H:31]3[CH2:33][C@@H:30]3[CH2:29][C:28]=2[C:27]([C:34](O)=[O:35])=[N:26]1. (8) Given the product [N+:8]([C:11]1[CH:16]=[CH:15][CH:14]=[CH:13][C:12]=1[C:2]1[CH:7]=[CH:6][CH:5]=[CH:4][N:3]=1)([O-:10])=[O:9], predict the reactants needed to synthesize it. The reactants are: Br[C:2]1[CH:7]=[CH:6][CH:5]=[CH:4][N:3]=1.[N+:8]([C:11]1[CH:16]=[CH:15][CH:14]=[CH:13][C:12]=1B(O)O)([O-:10])=[O:9].C(=O)([O-])[O-].[K+].[K+].S([O-])(O)(=O)=O.[Na+]. (9) The reactants are: [NH:1]1[C:9]2[C:4](=[CH:5][C:6]([NH:10][C:11]3[CH:20]=[CH:19][C:18]([Cl:21])=[CH:17][C:12]=3[C:13]([O:15][CH3:16])=[O:14])=[CH:7][CH:8]=2)[CH:3]=[CH:2]1.[F:22][C:23]1[CH:28]=[CH:27][C:26](I)=[CH:25][CH:24]=1.C(=O)([O-])[O-].[Cs+].[Cs+].C1(C)C=CC=CC=1. Given the product [Cl:21][C:18]1[CH:19]=[CH:20][C:11]([NH:10][C:6]2[CH:5]=[C:4]3[C:9](=[CH:8][CH:7]=2)[N:1]([C:26]2[CH:27]=[CH:28][C:23]([F:22])=[CH:24][CH:25]=2)[CH:2]=[CH:3]3)=[C:12]([CH:17]=1)[C:13]([O:15][CH3:16])=[O:14], predict the reactants needed to synthesize it. (10) Given the product [NH2:36][C:29]1[CH:28]=[C:27]([CH3:26])[CH:32]=[CH:31][C:30]=1[NH:33][C:34](=[S:35])[NH:15][C@H:14]([C:16]([O:18][C:19]([CH3:21])([CH3:20])[CH3:22])=[O:17])[CH2:13][C:12]1[CH:11]=[CH:10][C:9]([O:8][CH2:7][CH2:6][CH2:5][C:4]([O:3][CH2:1][CH3:2])=[O:25])=[CH:24][CH:23]=1, predict the reactants needed to synthesize it. The reactants are: [CH2:1]([O:3][C:4](=[O:25])[CH2:5][CH2:6][CH2:7][O:8][C:9]1[CH:24]=[CH:23][C:12]([CH2:13][C@@H:14]([C:16]([O:18][C:19]([CH3:22])([CH3:21])[CH3:20])=[O:17])[NH2:15])=[CH:11][CH:10]=1)[CH3:2].[CH3:26][C:27]1[CH:32]=[CH:31][C:30]([N:33]=[C:34]=[S:35])=[C:29]([N+:36]([O-])=O)[CH:28]=1.